Task: Predict which catalyst facilitates the given reaction.. Dataset: Catalyst prediction with 721,799 reactions and 888 catalyst types from USPTO (1) Reactant: [CH2:1]([N:8]1[CH2:13][CH2:12][CH:11]([NH:14][C:15]2[CH:23]=[C:22]3[C:18]([CH2:19][CH2:20][N:21]3[C:24](=[O:26])[CH3:25])=[CH:17][CH:16]=2)[CH2:10][CH2:9]1)[C:2]1[CH:7]=[CH:6][CH:5]=[CH:4][CH:3]=1.[CH2:27]([O:29][P:30]([CH2:35][C:36](OC)=[O:37])([O:32][CH2:33][CH3:34])=[O:31])[CH3:28]. Product: [CH2:33]([O:32][P:30]([CH2:35][C:36](=[O:37])[N:14]([C:15]1[CH:23]=[C:22]2[C:18]([CH2:19][CH2:20][N:21]2[C:24](=[O:26])[CH3:25])=[CH:17][CH:16]=1)[CH:11]1[CH2:12][CH2:13][N:8]([CH2:1][C:2]2[CH:3]=[CH:4][CH:5]=[CH:6][CH:7]=2)[CH2:9][CH2:10]1)(=[O:31])[O:29][CH2:27][CH3:28])[CH3:34]. The catalyst class is: 142. (2) Reactant: [F:1][C:2]1[CH:7]=[CH:6][C:5]([C:8]2[CH:9]=[CH:10][N:11]3[CH2:16][CH2:15][NH:14][CH2:13][C:12]=23)=[CH:4][CH:3]=1.CCN(C(C)C)C(C)C.[Cl:26][C:27]1[CH:28]=[C:29]([NH:34][C:35](=O)[O:36]C2C=CC=CC=2)[CH:30]=[CH:31][C:32]=1[F:33]. Product: [Cl:26][C:27]1[CH:28]=[C:29]([NH:34][C:35]([N:14]2[CH2:15][CH2:16][N:11]3[CH:10]=[CH:9][C:8]([C:5]4[CH:4]=[CH:3][C:2]([F:1])=[CH:7][CH:6]=4)=[C:12]3[CH2:13]2)=[O:36])[CH:30]=[CH:31][C:32]=1[F:33]. The catalyst class is: 2. (3) Reactant: N[C:2]1[CH:7]=[CH:6][C:5]([C:8]2[C:9]([C:20]3[CH:25]=[CH:24][C:23]([C:26]#[N:27])=[CH:22][C:21]=3[CH3:28])=[C:10]([CH2:13][CH2:14][C:15]([O:17][CH2:18][CH3:19])=[O:16])[S:11][CH:12]=2)=[CH:4][CH:3]=1.[BrH:29].N([O-])=O.[Na+]. Product: [Br:29][C:2]1[CH:7]=[CH:6][C:5]([C:8]2[C:9]([C:20]3[CH:25]=[CH:24][C:23]([C:26]#[N:27])=[CH:22][C:21]=3[CH3:28])=[C:10]([CH2:13][CH2:14][C:15]([O:17][CH2:18][CH3:19])=[O:16])[S:11][CH:12]=2)=[CH:4][CH:3]=1. The catalyst class is: 6. (4) The catalyst class is: 372. Product: [Cl:1][C:2]1[CH:7]=[CH:6][C:5]([C:8]2[S:9][C:10]([CH3:28])=[C:11]([CH:13]3[C:14](=[O:27])/[C:15](=[CH:20]/[CH:21]4[CH2:26][CH2:25][O:24][CH2:23][CH2:22]4)/[CH2:16][C:17]3=[O:18])[N:12]=2)=[CH:4][CH:3]=1. Reactant: [Cl:1][C:2]1[CH:7]=[CH:6][C:5]([C:8]2[S:9][C:10]([CH3:28])=[C:11]([C:13]3[C:14](=[O:27])/[C:15](=[CH:20]/[CH:21]4[CH2:26][CH2:25][O:24][CH2:23][CH2:22]4)/[CH2:16][C:17]=3[O:18]C)[N:12]=2)=[CH:4][CH:3]=1.Cl. (5) Reactant: ClCCl.[Cl:4][C:5]1[CH:10]=[CH:9][CH:8]=[C:7]([NH:11][CH2:12][C:13]2[CH:18]=[CH:17][C:16]([O:19][CH3:20])=[CH:15][C:14]=2[O:21][CH3:22])[C:6]=1[CH:23]([C:25]1[CH:30]=[CH:29][CH:28]=[C:27]([O:31][CH3:32])[C:26]=1[O:33][CH3:34])[OH:24].C(=O)([O-])O.[Na+].Cl[C:41](=[O:49])/[CH:42]=[CH:43]/[C:44]([O:46][CH2:47][CH3:48])=[O:45]. Product: [Cl:4][C:5]1[C:6]([CH:23]([C:25]2[CH:30]=[CH:29][CH:28]=[C:27]([O:31][CH3:32])[C:26]=2[O:33][CH3:34])[OH:24])=[C:7]([N:11]([CH2:12][C:13]2[CH:18]=[CH:17][C:16]([O:19][CH3:20])=[CH:15][C:14]=2[O:21][CH3:22])[C:41](=[O:49])/[CH:42]=[CH:43]/[C:44]([O:46][CH2:47][CH3:48])=[O:45])[CH:8]=[CH:9][CH:10]=1. The catalyst class is: 6. (6) Reactant: [Br:1][C:2]1[CH:7]=[CH:6][C:5]([OH:8])=[CH:4][CH:3]=1.[H-].[Na+].Cl[C:12]1[CH:17]=[CH:16][CH:15]=[CH:14][N:13]=1.O. Product: [Br:1][C:2]1[CH:7]=[CH:6][C:5]([O:8][C:12]2[CH:17]=[CH:16][CH:15]=[CH:14][N:13]=2)=[CH:4][CH:3]=1. The catalyst class is: 3. (7) Reactant: [Cl:1][C:2]1[CH:7]=[CH:6][C:5]([C:8](=O)[CH2:9][NH:10][C:11]([NH:13][CH2:14][CH3:15])=[O:12])=[CH:4][CH:3]=1.CO. Product: [Cl:1][C:2]1[CH:7]=[CH:6][C:5]([C:8]2[N:13]([CH2:14][CH3:15])[C:11](=[O:12])[NH:10][CH:9]=2)=[CH:4][CH:3]=1. The catalyst class is: 33.